This data is from Forward reaction prediction with 1.9M reactions from USPTO patents (1976-2016). The task is: Predict the product of the given reaction. Given the reactants Br[C:2]1[CH:3]=[C:4]([C:9]2[C:10]([C:22]3[CH:27]=[CH:26][CH:25]=[CH:24][N:23]=3)=[N:11][N:12]([CH2:14][O:15][CH2:16][CH2:17][Si:18]([CH3:21])([CH3:20])[CH3:19])[CH:13]=2)[CH:5]=[CH:6][C:7]=1[F:8].CC1(C)C(C)(C)OB([C:36]2[CH:41]=[CH:40][C:39]([S:42]([NH2:45])(=[O:44])=[O:43])=[CH:38][CH:37]=2)O1, predict the reaction product. The product is: [F:8][C:7]1[CH:6]=[CH:5][C:4]([C:9]2[C:10]([C:22]3[CH:27]=[CH:26][CH:25]=[CH:24][N:23]=3)=[N:11][N:12]([CH2:14][O:15][CH2:16][CH2:17][Si:18]([CH3:21])([CH3:20])[CH3:19])[CH:13]=2)=[CH:3][C:2]=1[C:36]1[CH:41]=[CH:40][C:39]([S:42]([NH2:45])(=[O:44])=[O:43])=[CH:38][CH:37]=1.